Dataset: Catalyst prediction with 721,799 reactions and 888 catalyst types from USPTO. Task: Predict which catalyst facilitates the given reaction. (1) Reactant: [CH3:1][S:2]([OH:5])(=[O:4])=[O:3].[F:6][C:7]1[CH:29]=[CH:28][C:10]([CH2:11][O:12][C:13]2[CH:18]=[CH:17][N:16]=[C:15]3[C:19]([CH3:27])=[C:20]([CH3:26])[N:21]([CH2:22][CH2:23][O:24][CH3:25])[C:14]=23)=[CH:9][CH:8]=1. Product: [CH3:1][S:2]([OH:5])(=[O:4])=[O:3].[F:6][C:7]1[CH:29]=[CH:28][C:10]([CH2:11][O:12][C:13]2[CH:18]=[CH:17][N:16]=[C:15]3[C:19]([CH3:27])=[C:20]([CH3:26])[N:21]([CH2:22][CH2:23][O:24][CH3:25])[C:14]=23)=[CH:9][CH:8]=1. The catalyst class is: 13. (2) The catalyst class is: 13. Product: [Br:1][C:2]1[CH:11]=[CH:10][C:5]2[N:6]=[C:7]([N:20]3[CH2:21][CH2:22][CH:17]([N:12]4[CH2:16][CH2:15][CH2:14][CH2:13]4)[CH2:18][CH2:19]3)[S:8][C:4]=2[CH:3]=1. Reactant: [Br:1][C:2]1[CH:11]=[CH:10][C:5]2[N:6]=[C:7](Cl)[S:8][C:4]=2[CH:3]=1.[N:12]1([CH:17]2[CH2:22][CH2:21][NH:20][CH2:19][CH2:18]2)[CH2:16][CH2:15][CH2:14][CH2:13]1.CN(C)C=O.C(N(CC)C(C)C)(C)C. (3) Reactant: [CH3:1][O:2][C:3]1[N:8]=[CH:7][C:6]([C:9]2([OH:19])[CH2:18][CH2:17][C:12]3(OCC[O:13]3)[CH2:11][CH2:10]2)=[CH:5][CH:4]=1.Cl.[OH-].[Na+]. Product: [OH:19][C:9]1([C:6]2[CH:7]=[N:8][C:3]([O:2][CH3:1])=[CH:4][CH:5]=2)[CH2:18][CH2:17][C:12](=[O:13])[CH2:11][CH2:10]1. The catalyst class is: 1. (4) Reactant: [Cl:1][C:2]1[CH:7]=[CH:6][C:5]([C:8]2[C:9]([CH:14]=[O:15])=[CH:10][CH:11]=[CH:12][CH:13]=2)=[CH:4][CH:3]=1.[BH4-].[Na+]. Product: [Cl:1][C:2]1[CH:3]=[CH:4][C:5]([C:8]2[CH:13]=[CH:12][CH:11]=[CH:10][C:9]=2[CH2:14][OH:15])=[CH:6][CH:7]=1. The catalyst class is: 61.